Dataset: Forward reaction prediction with 1.9M reactions from USPTO patents (1976-2016). Task: Predict the product of the given reaction. Given the reactants Cl.[NH2:2][C:3]1[S:4][C:5]([CH3:34])=[C:6]([C:8]2[N:9]([CH2:24][C:25]3[C:29]4[CH:30]=[CH:31][CH:32]=[CH:33][C:28]=4[S:27][CH:26]=3)[N:10]=[C:11]3[C:16]=2[C:15](=[O:17])[N:14]([CH3:18])[C:13](=[O:19])[N:12]3[CH2:20][CH:21]([CH3:23])[CH3:22])[N:7]=1.[C:35](Cl)(=[O:37])[CH3:36].C(=O)([O-])[O-].[K+].[K+], predict the reaction product. The product is: [S:27]1[C:28]2[CH:33]=[CH:32][CH:31]=[CH:30][C:29]=2[C:25]([CH2:24][N:9]2[C:8]([C:6]3[N:7]=[C:3]([NH:2][C:35](=[O:37])[CH3:36])[S:4][C:5]=3[CH3:34])=[C:16]3[C:11]([N:12]([CH2:20][CH:21]([CH3:23])[CH3:22])[C:13](=[O:19])[N:14]([CH3:18])[C:15]3=[O:17])=[N:10]2)=[CH:26]1.